Dataset: Peptide-MHC class II binding affinity with 134,281 pairs from IEDB. Task: Regression. Given a peptide amino acid sequence and an MHC pseudo amino acid sequence, predict their binding affinity value. This is MHC class II binding data. (1) The binding affinity (normalized) is 0.542. The peptide sequence is SQDLELSRNLNGLQAY. The MHC is DRB1_0802 with pseudo-sequence DRB1_0802. (2) The peptide sequence is ADILDGDNLFPKV. The MHC is DRB3_0101 with pseudo-sequence DRB3_0101. The binding affinity (normalized) is 0.445. (3) The peptide sequence is EEDIEIIPIQEEEY. The MHC is H-2-IAk with pseudo-sequence H-2-IAk. The binding affinity (normalized) is 0.290. (4) The peptide sequence is DFREFSRAKGLNQEI. The MHC is DRB3_0101 with pseudo-sequence DRB3_0101. The binding affinity (normalized) is 0.190. (5) The MHC is DRB1_0701 with pseudo-sequence DRB1_0701. The binding affinity (normalized) is 0.614. The peptide sequence is RIFGRRSIPVNEALA.